From a dataset of Forward reaction prediction with 1.9M reactions from USPTO patents (1976-2016). Predict the product of the given reaction. Given the reactants [Br:1][C:2]1[CH:8]=[CH:7][CH:6]=[CH:5][C:3]=1[NH2:4].[C:9](OC(=O)C)(=[O:11])[CH3:10], predict the reaction product. The product is: [Br:1][C:2]1[CH:8]=[CH:7][CH:6]=[CH:5][C:3]=1[NH:4][C:9](=[O:11])[CH3:10].